From a dataset of Reaction yield outcomes from USPTO patents with 853,638 reactions. Predict the reaction yield, written as a fraction of the theoretical maximum amount of product (1.0 means a 100% yield; for example, 0.34 means a 34% yield). (1) The catalyst is CN(C=O)C. The yield is 0.840. The product is [CH3:25][NH:24][C:22]([C:18]1[CH:17]=[C:16]([O:8][C:5]2[CH:6]=[CH:7][C:2]([NH2:1])=[CH:3][CH:4]=2)[CH:21]=[CH:20][N:19]=1)=[O:23]. The reactants are [NH2:1][C:2]1[CH:7]=[CH:6][C:5]([OH:8])=[CH:4][CH:3]=1.CC(C)([O-])C.[K+].Cl[C:16]1[CH:21]=[CH:20][N:19]=[C:18]([C:22]([NH:24][CH3:25])=[O:23])[CH:17]=1.C([O-])([O-])=O.[K+].[K+]. (2) The reactants are [CH2:1]([NH:3][CH2:4][CH2:5][N:6]1[CH2:11][CH2:10][C:9]2[NH:12][CH:13]=[C:14]([CH3:15])[C:8]=2[C:7]1=[O:16])[CH3:2].[C:17](O[C:17]([O:19][C:20]([CH3:23])([CH3:22])[CH3:21])=[O:18])([O:19][C:20]([CH3:23])([CH3:22])[CH3:21])=[O:18].C(=O)([O-])[O-].[K+].[K+]. The catalyst is C(O)(C)C.O. The product is [C:20]([O:19][C:17](=[O:18])[N:3]([CH2:1][CH3:2])[CH2:4][CH2:5][N:6]1[CH2:11][CH2:10][C:9]2[NH:12][CH:13]=[C:14]([CH3:15])[C:8]=2[C:7]1=[O:16])([CH3:23])([CH3:22])[CH3:21]. The yield is 0.514. (3) The reactants are [C:1]([O-:4])([O-:3])=O.[Cs+].[Cs+].[Na+].[I-].[C:9]([OH:21])(=[O:20])[CH2:10][CH2:11][CH2:12][CH2:13][CH2:14][CH2:15][CH2:16][C:17]([OH:19])=O.[C:22]([O:31][CH2:32]Cl)(=[O:30])[CH2:23][CH2:24][CH2:25][CH2:26][CH2:27][CH2:28][CH3:29].[CH2:34]1[CH2:38][O:37][CH2:36][CH2:35]1. No catalyst specified. The product is [C:17]([O:3][CH2:1][O:4][C:36](=[O:37])[CH2:35][CH2:34][CH2:38][CH2:9][CH2:10][CH2:11][CH3:12])(=[O:19])[CH2:16][CH2:15][CH2:14][CH2:13][CH2:12][CH2:11][CH2:10][C:9]([O:21][CH2:32][O:31][C:22](=[O:30])[CH2:23][CH2:24][CH2:25][CH2:26][CH2:27][CH2:28][CH3:29])=[O:20]. The yield is 0.479. (4) The reactants are [NH2:1][C:2]1[C:7]([OH:8])=[C:6]([S:9]([N:12]2[CH2:17][CH2:16][NH:15][CH2:14][CH2:13]2)(=[O:11])=[O:10])[C:5]([Cl:18])=[CH:4][CH:3]=1.[C:19](O[C:19]([O:21][C:22]([CH3:25])([CH3:24])[CH3:23])=[O:20])([O:21][C:22]([CH3:25])([CH3:24])[CH3:23])=[O:20]. The catalyst is C(Cl)Cl. The product is [C:22]([O:21][C:19]([N:15]1[CH2:16][CH2:17][N:12]([S:9]([C:6]2[C:5]([Cl:18])=[CH:4][CH:3]=[C:2]([NH2:1])[C:7]=2[OH:8])(=[O:11])=[O:10])[CH2:13][CH2:14]1)=[O:20])([CH3:25])([CH3:24])[CH3:23]. The yield is 0.890. (5) The reactants are C(S[CH2:6][C@@:7]1([CH3:14])[NH:11][C:10](=[O:12])[NH:9][C:8]1=[O:13])(C)(C)C.C(O)(=O)C.O.OO.ClCl.[S:24]([Cl:28])(Cl)(=[O:26])=[O:25].C1(C)C=CC=CC=1.CCCC(C)C. No catalyst specified. The product is [CH3:6][C@@:7]1([CH2:14][S:24]([Cl:28])(=[O:26])=[O:25])[C:8](=[O:13])[NH:9][C:10](=[O:12])[NH:11]1. The yield is 0.870. (6) The reactants are [CH:1]1[CH2:7][CH2:6][CH2:5][CH:4]=[CH:3][CH:2]=1.[Cl:8][SiH:9]([Cl:11])[Cl:10]. The catalyst is [Cl-].C([P+](CCCC)(CCCC)CCCC)CCC. The product is [Cl:8][Si:9]([Cl:11])([Cl:10])[C:2]([CH2:3][CH2:4][CH2:5][CH:6]([Si:9]([Cl:11])([Cl:10])[Cl:8])[CH3:7])=[CH2:1]. The yield is 0.250.